This data is from Catalyst prediction with 721,799 reactions and 888 catalyst types from USPTO. The task is: Predict which catalyst facilitates the given reaction. (1) Reactant: Cl.[CH:2]([O:5][CH:6]1[CH2:11][CH2:10][NH:9][CH2:8][CH2:7]1)([CH3:4])[CH3:3].C(N(CC)CC)C.[O:19]=[C:20]1[C:29]2[C:24](=[CH:25][CH:26]=[CH:27][CH:28]=2)[C:23]([CH2:30][C:31]2[CH:36]=[CH:35][N:34]=[C:33]([C:37](O)=[O:38])[CH:32]=2)=[N:22][NH:21]1.F[P-](F)(F)(F)(F)F.N1(OC(N(C)C)=[N+](C)C)C2C=CC=CC=2N=N1. Product: [CH3:3][CH:2]([O:5][CH:6]1[CH2:11][CH2:10][N:9]([C:37]([C:33]2[CH:32]=[C:31]([CH2:30][C:23]3[C:24]4[C:29](=[CH:28][CH:27]=[CH:26][CH:25]=4)[C:20](=[O:19])[NH:21][N:22]=3)[CH:36]=[CH:35][N:34]=2)=[O:38])[CH2:8][CH2:7]1)[CH3:4]. The catalyst class is: 9. (2) Reactant: [Cl:1][C:2]1[CH:7]=[CH:6][N:5]=[C:4]2[C:8]([I:11])=[CH:9][NH:10][C:3]=12.[C:12](O[C:12]([O:14][C:15]([CH3:18])([CH3:17])[CH3:16])=[O:13])([O:14][C:15]([CH3:18])([CH3:17])[CH3:16])=[O:13]. Product: [Cl:1][C:2]1[CH:7]=[CH:6][N:5]=[C:4]2[C:8]([I:11])=[CH:9][N:10]([C:12]([O:14][C:15]([CH3:18])([CH3:17])[CH3:16])=[O:13])[C:3]=12. The catalyst class is: 79. (3) Reactant: [CH3:1][O:2][C:3]1[CH:4]=[C:5]([C:11]2[C:22](=[NH:23])[N:21]([CH2:24][CH3:25])[C:14]3[N:15]=[C:16]([S:19][CH3:20])[N:17]=[CH:18][C:13]=3[CH:12]=2)[CH:6]=[C:7]([O:9][CH3:10])[CH:8]=1.[C:26](OC(=O)C)(=[O:28])[CH3:27]. Product: [CH3:10][O:9][C:7]1[CH:6]=[C:5]([C:11]2[C:22](=[N:23][C:26](=[O:28])[CH3:27])[N:21]([CH2:24][CH3:25])[C:14]3[N:15]=[C:16]([S:19][CH3:20])[N:17]=[CH:18][C:13]=3[CH:12]=2)[CH:4]=[C:3]([O:2][CH3:1])[CH:8]=1. The catalyst class is: 310. (4) Reactant: [F:1][C:2]1[CH:7]=[C:6]([CH:8]=[CH2:9])[CH:5]=[CH:4][C:3]=1[N+:10]([O-:12])=[O:11].FC(F)(F)C(O)=O.[CH2:20]([N:27]([CH2:33]OC)[CH2:28][Si](C)(C)C)[C:21]1[CH:26]=[CH:25][CH:24]=[CH:23][CH:22]=1. Product: [CH2:20]([N:27]1[CH2:33][CH2:9][CH:8]([C:6]2[CH:5]=[CH:4][C:3]([N+:10]([O-:12])=[O:11])=[C:2]([F:1])[CH:7]=2)[CH2:28]1)[C:21]1[CH:26]=[CH:25][CH:24]=[CH:23][CH:22]=1. The catalyst class is: 96. (5) Reactant: [OH:1][C:2]([C:4]([F:7])([F:6])[F:5])=[O:3].Br[CH2:9][CH2:10][CH2:11][N:12]1[C:16](=[O:17])[C:15]2([CH2:22][CH2:21][N:20]([C@H:23]3[CH2:28][CH2:27][C@@H:26]([CH:29]([CH3:31])[CH3:30])[CH2:25][CH2:24]3)[CH2:19][CH2:18]2)[N:14]([C:32]2[CH:37]=[CH:36][CH:35]=[CH:34][CH:33]=2)[CH2:13]1.[CH3:38][NH:39][CH3:40]. Product: [OH:3][C:2]([C:4]([F:7])([F:6])[F:5])=[O:1].[CH3:38][N:39]([CH3:40])[CH2:9][CH2:10][CH2:11][N:12]1[C:16](=[O:17])[C:15]2([CH2:22][CH2:21][N:20]([C@H:23]3[CH2:28][CH2:27][C@@H:26]([CH:29]([CH3:31])[CH3:30])[CH2:25][CH2:24]3)[CH2:19][CH2:18]2)[N:14]([C:32]2[CH:37]=[CH:36][CH:35]=[CH:34][CH:33]=2)[CH2:13]1. The catalyst class is: 8. (6) Reactant: [CH2:1](Br)[C:2]#[C:3][CH3:4].[F:6][CH:7]([F:18])[O:8][C:9]1[CH:16]=[CH:15][C:12]([CH:13]=[O:14])=[CH:11][C:10]=1[OH:17].C(=O)([O-])[O-].[K+].[K+]. Product: [CH2:1]([O:17][C:10]1[CH:11]=[C:12]([CH:15]=[CH:16][C:9]=1[O:8][CH:7]([F:6])[F:18])[CH:13]=[O:14])[C:2]#[C:3][CH3:4]. The catalyst class is: 10.